Dataset: Catalyst prediction with 721,799 reactions and 888 catalyst types from USPTO. Task: Predict which catalyst facilitates the given reaction. (1) Reactant: [CH:1]1([C@H:6]([NH:11][C:12]([C:14]2[CH:19]=[CH:18][C:17]([C:20]3[CH:25]=[CH:24][C:23]([O:26][CH3:27])=[CH:22][CH:21]=3)=[CH:16][C:15]=2[N+:28]([O-])=O)=[O:13])[C:7]([O:9][CH3:10])=[O:8])[CH2:5][CH2:4][CH2:3][CH2:2]1. Product: [NH2:28][C:15]1[CH:16]=[C:17]([C:20]2[CH:21]=[CH:22][C:23]([O:26][CH3:27])=[CH:24][CH:25]=2)[CH:18]=[CH:19][C:14]=1[C:12]([NH:11][C@@H:6]([CH:1]1[CH2:2][CH2:3][CH2:4][CH2:5]1)[C:7]([O:9][CH3:10])=[O:8])=[O:13]. The catalyst class is: 63. (2) Reactant: C[O:2][C:3]1[CH:4]=[C:5]2[C:14](=[CH:15][CH:16]=1)[CH2:13][CH:12]([C:17]1[CH:22]=[CH:21][C:20]([O:23]C)=[CH:19][CH:18]=1)[CH:11]1[CH:6]2[CH2:7][CH2:8][CH2:9][CH2:10]1.C(Cl)Cl.B(Br)(Br)Br. Product: [OH:23][C:20]1[CH:19]=[CH:18][C:17]([CH:12]2[CH2:13][C:14]3[CH:15]=[CH:16][C:3]([OH:2])=[CH:4][C:5]=3[CH:6]3[CH:11]2[CH2:10][CH2:9][CH2:8][CH2:7]3)=[CH:22][CH:21]=1. The catalyst class is: 13. (3) Reactant: [CH2:1]([N:3]([CH3:33])[C:4]([C:6]1[CH:10]=[C:9]([C:11]2[CH:16]=[CH:15][C:14]([O:17]CC3C=CC=CC=3)=[CH:13][N:12]=2)[N:8]([C:25]2[CH:26]=[N:27][C:28]([O:31][CH3:32])=[CH:29][CH:30]=2)[N:7]=1)=[O:5])[CH3:2]. Product: [CH2:1]([N:3]([CH3:33])[C:4]([C:6]1[CH:10]=[C:9]([C:11]2[CH:16]=[CH:15][C:14]([OH:17])=[CH:13][N:12]=2)[N:8]([C:25]2[CH:26]=[N:27][C:28]([O:31][CH3:32])=[CH:29][CH:30]=2)[N:7]=1)=[O:5])[CH3:2]. The catalyst class is: 696. (4) Reactant: Cl[C:2]1[CH:7]=[C:6]([CH2:8][CH3:9])[N:5]=[C:4]([CH3:10])[C:3]=1[C:11]([C:13]1[CH:18]=[CH:17][C:16]([O:19][CH3:20])=[CH:15][CH:14]=1)=O.O.[NH2:22][NH2:23]. Product: [CH2:8]([C:6]1[N:5]=[C:4]([CH3:10])[C:3]2[C:11]([C:13]3[CH:18]=[CH:17][C:16]([O:19][CH3:20])=[CH:15][CH:14]=3)=[N:22][NH:23][C:2]=2[CH:7]=1)[CH3:9]. The catalyst class is: 212.